Dataset: Full USPTO retrosynthesis dataset with 1.9M reactions from patents (1976-2016). Task: Predict the reactants needed to synthesize the given product. (1) Given the product [Br:1][C:2]1[C:10]2[C:5](=[N:6][C:7]([O:20][CH2:19][C:16]3[CH:17]=[CH:18][N:13]=[CH:14][CH:15]=3)=[CH:8][CH:9]=2)[N:4]([CH3:12])[CH:3]=1, predict the reactants needed to synthesize it. The reactants are: [Br:1][C:2]1[C:10]2[C:5](=[N:6][C:7](F)=[CH:8][CH:9]=2)[N:4]([CH3:12])[CH:3]=1.[N:13]1[CH:18]=[CH:17][C:16]([CH2:19][OH:20])=[CH:15][CH:14]=1.[H-].[Na+]. (2) The reactants are: [NH2:1][C:2]1[CH:7]=[CH:6][CH:5]=[C:4](Br)[N:3]=1.[CH2:9]([O:11][C:12]([N:14]=[C:15]=[S:16])=[O:13])[CH3:10].Cl[CH2:18]Cl. Given the product [CH2:9]([O:11][C:12](=[O:13])[NH:14][C:15](=[S:16])[NH:1][C:2]1[CH:7]=[CH:6][CH:5]=[C:4]([CH3:18])[N:3]=1)[CH3:10], predict the reactants needed to synthesize it. (3) Given the product [C:67]([C:65]1[CH:64]=[C:63]([NH:71][S:72]([CH3:75])(=[O:74])=[O:73])[C:62]([O:76][CH3:77])=[C:61]([NH:60][C:13]([C:9]2[N:10]([CH3:12])[C:11]3[C:7]([CH:8]=2)=[CH:6][CH:5]=[CH:4][C:3]=3[CH:1]=[O:2])=[O:15])[CH:66]=1)([CH3:70])([CH3:68])[CH3:69], predict the reactants needed to synthesize it. The reactants are: [CH:1]([C:3]1[CH:4]=[CH:5][CH:6]=[C:7]2[C:11]=1[N:10]([CH3:12])[C:9]([C:13]([OH:15])=O)=[CH:8]2)=[O:2].N1(OC(N(C)C)=[N+](C)C)C2N=CC=CC=2N=N1.F[P-](F)(F)(F)(F)F.C(N(CC)C(C)C)(C)C.ON1C2N=CC=CC=2N=N1.Cl.[NH2:60][C:61]1[C:62]([O:76][CH3:77])=[C:63]([NH:71][S:72]([CH3:75])(=[O:74])=[O:73])[CH:64]=[C:65]([C:67]([CH3:70])([CH3:69])[CH3:68])[CH:66]=1. (4) Given the product [CH:21]1([S:18]([C:15]2[CH:14]=[CH:13][C:12]([CH:5]([CH2:6][CH:7]3[CH2:8][CH2:9][CH2:10][CH2:11]3)[C:4]([OH:26])=[O:3])=[CH:17][CH:16]=2)(=[O:19])=[O:20])[CH2:22][CH2:23][CH2:24][CH2:25]1, predict the reactants needed to synthesize it. The reactants are: C([O:3][C:4](=[O:26])[CH:5]([C:12]1[CH:17]=[CH:16][C:15]([S:18]([CH:21]2[CH2:25][CH2:24][CH2:23][CH2:22]2)(=[O:20])=[O:19])=[CH:14][CH:13]=1)[CH2:6][CH:7]1[CH2:11][CH2:10][CH2:9][CH2:8]1)C.[OH-].[Li+].Cl.